Dataset: NCI-60 drug combinations with 297,098 pairs across 59 cell lines. Task: Regression. Given two drug SMILES strings and cell line genomic features, predict the synergy score measuring deviation from expected non-interaction effect. (1) Drug 1: CS(=O)(=O)CCNCC1=CC=C(O1)C2=CC3=C(C=C2)N=CN=C3NC4=CC(=C(C=C4)OCC5=CC(=CC=C5)F)Cl. Drug 2: CC1CCCC2(C(O2)CC(NC(=O)CC(C(C(=O)C(C1O)C)(C)C)O)C(=CC3=CSC(=N3)C)C)C. Cell line: SW-620. Synergy scores: CSS=50.2, Synergy_ZIP=6.39, Synergy_Bliss=2.81, Synergy_Loewe=-26.1, Synergy_HSA=0.514. (2) Drug 1: CS(=O)(=O)CCNCC1=CC=C(O1)C2=CC3=C(C=C2)N=CN=C3NC4=CC(=C(C=C4)OCC5=CC(=CC=C5)F)Cl. Drug 2: C1C(C(OC1N2C=NC(=NC2=O)N)CO)O. Cell line: SW-620. Synergy scores: CSS=13.8, Synergy_ZIP=-1.87, Synergy_Bliss=-0.691, Synergy_Loewe=-2.60, Synergy_HSA=-0.920. (3) Drug 1: CC1=CC=C(C=C1)C2=CC(=NN2C3=CC=C(C=C3)S(=O)(=O)N)C(F)(F)F. Drug 2: B(C(CC(C)C)NC(=O)C(CC1=CC=CC=C1)NC(=O)C2=NC=CN=C2)(O)O. Cell line: SN12C. Synergy scores: CSS=26.5, Synergy_ZIP=-0.712, Synergy_Bliss=-3.96, Synergy_Loewe=-43.4, Synergy_HSA=-3.58.